Dataset: Reaction yield outcomes from USPTO patents with 853,638 reactions. Task: Predict the reaction yield, written as a fraction of the theoretical maximum amount of product (1.0 means a 100% yield; for example, 0.34 means a 34% yield). (1) The reactants are [CH3:1][O:2][C:3]1[C:8]([C:9]2[CH:14]=[CH:13][CH:12]=[CH:11][CH:10]=2)=[CH:7][C:6]([C:15](O)=[O:16])=[CH:5][C:4]=1[C:18]1[CH:23]=[CH:22][CH:21]=[CH:20][CH:19]=1.C(Cl)(=O)C(Cl)=O.[CH2:30]([C:32]1[O:33][C:34]2[CH:40]=[CH:39][CH:38]=[CH:37][C:35]=2[CH:36]=1)[CH3:31].[Sn](Cl)(Cl)(Cl)Cl. The catalyst is C(Cl)Cl. The product is [CH2:30]([C:32]1[O:33][C:34]2[CH:40]=[CH:39][CH:38]=[CH:37][C:35]=2[C:36]=1[C:15]([C:6]1[CH:7]=[C:8]([C:9]2[CH:14]=[CH:13][CH:12]=[CH:11][CH:10]=2)[C:3]([O:2][CH3:1])=[C:4]([C:18]2[CH:23]=[CH:22][CH:21]=[CH:20][CH:19]=2)[CH:5]=1)=[O:16])[CH3:31]. The yield is 0.730. (2) The yield is 0.700. The product is [C:7]([C:4]1[CH:3]=[C:2]([NH:1][C:25]([NH:24][C:21]2[CH:22]=[CH:23][C:18]([O:17][C:11]3[CH:12]=[CH:13][CH:14]=[CH:15][CH:16]=3)=[CH:19][CH:20]=2)=[O:26])[O:6][N:5]=1)([CH3:10])([CH3:9])[CH3:8]. The reactants are [NH2:1][C:2]1[O:6][N:5]=[C:4]([C:7]([CH3:10])([CH3:9])[CH3:8])[CH:3]=1.[C:11]1([O:17][C:18]2[CH:23]=[CH:22][C:21]([N:24]=[C:25]=[O:26])=[CH:20][CH:19]=2)[CH:16]=[CH:15][CH:14]=[CH:13][CH:12]=1.O. The catalyst is C(Cl)Cl. (3) The reactants are [CH2:1]1[C:20]2[C:15](=[CH:16][C:17]([OH:22])=[C:18]([OH:21])[CH:19]=2)[C:4]2[CH:5]=[C:6]3[C:11](=[CH:12][N+:3]=2[CH2:2]1)[C:10]([OH:13])=[C:9]([OH:14])[CH:8]=[CH:7]3.[BH4-].[Na+].[ClH:25]. The catalyst is CO. The product is [ClH:25].[C+:16]1[C:15]2[CH:4]3[CH2:5][C:6]4[CH:7]=[CH:8][C:9]([OH:14])=[C:10]([OH:13])[C:11]=4[CH2:12][N:3]3[CH2:2][CH2:1][C:20]=2[CH:19]=[C:18]([OH:21])[C:17]=1[OH:22]. The yield is 0.710. (4) The product is [NH2:9][C:10]1[O:11][C@H:12]([C:36]([F:37])([F:39])[F:38])[CH2:13][C@:14]([C:18]2[CH:19]=[C:20]([NH:25][C:26]([C:28]3[CH:33]=[N:32][C:31]([O:34][CH3:35])=[CH:30][N:29]=3)=[O:27])[CH:21]=[CH:22][C:23]=2[F:24])([CH2:16][F:17])[N:15]=1. The catalyst is CO. The yield is 0.830. The reactants are C([NH:9][C:10]1[O:11][C@H:12]([C:36]([F:39])([F:38])[F:37])[CH2:13][C@:14]([C:18]2[CH:19]=[C:20]([NH:25][C:26]([C:28]3[CH:33]=[N:32][C:31]([O:34][CH3:35])=[CH:30][N:29]=3)=[O:27])[CH:21]=[CH:22][C:23]=2[F:24])([CH2:16][F:17])[N:15]=1)(=O)C1C=CC=CC=1.N12CCCN=C1CCCCC2. (5) The reactants are C([O:8][C:9](=[O:61])[CH2:10][O:11][C:12]1[C:17]2[C@@:18]3([OH:55])[C@@:31]([O:35][CH3:36])([C@H:32]([OH:34])[CH2:33][C:16]=2[CH:15]=[C:14]([CH3:56])[C:13]=1[C:57]([O:59][CH3:60])=[O:58])[C:30](=[O:37])[C:29]1[C:20](=[CH:21][C:22]2[C:23](=[O:53])[C:24]([NH:40][C@@H:41]4[C@H:46]([O:47][CH3:48])[C@H:45]([OH:49])[C@@H:44]([O:50][CH3:51])[C@H:43]([CH3:52])[O:42]4)=[CH:25][C:26](=[O:39])[C:27]=2[C:28]=1[OH:38])[C:19]3=[O:54])C1C=CC=CC=1. The catalyst is C1COCC1.[Pd]. The product is [OH:34][C@H:32]1[C@:31]2([O:35][CH3:36])[C@@:18]([OH:55])([C:19](=[O:54])[C:20]3[C:29]([C:30]2=[O:37])=[C:28]([OH:38])[C:27]2[C:26](=[O:39])[CH:25]=[C:24]([NH:40][CH:41]4[C@H:46]([O:47][CH3:48])[C@H:45]([OH:49])[C@@H:44]([O:50][CH3:51])[C@H:43]([CH3:52])[O:42]4)[C:23](=[O:53])[C:22]=2[CH:21]=3)[C:17]2[C:12]([O:11][CH2:10][C:9]([OH:61])=[O:8])=[C:13]([C:57]([O:59][CH3:60])=[O:58])[C:14]([CH3:56])=[CH:15][C:16]=2[CH2:33]1. The yield is 0.660.